From a dataset of Peptide-MHC class I binding affinity with 185,985 pairs from IEDB/IMGT. Regression. Given a peptide amino acid sequence and an MHC pseudo amino acid sequence, predict their binding affinity value. This is MHC class I binding data. (1) The peptide sequence is YAAQGYKVL. The MHC is HLA-A11:01 with pseudo-sequence HLA-A11:01. The binding affinity (normalized) is 0. (2) The peptide sequence is VKIPTHRHI. The MHC is HLA-A23:01 with pseudo-sequence HLA-A23:01. The binding affinity (normalized) is 0. (3) The peptide sequence is YTYGAGSYF. The MHC is HLA-A68:23 with pseudo-sequence HLA-A68:23. The binding affinity (normalized) is 1.00. (4) The peptide sequence is TPGPGVRYPL. The MHC is HLA-B53:01 with pseudo-sequence HLA-B53:01. The binding affinity (normalized) is 0.102. (5) The peptide sequence is SQFGGGSQY. The MHC is HLA-B58:01 with pseudo-sequence HLA-B58:01. The binding affinity (normalized) is 0.0847. (6) The peptide sequence is YAYEPGSVM. The MHC is HLA-A26:02 with pseudo-sequence HLA-A26:02. The binding affinity (normalized) is 0.714.